Dataset: HIV replication inhibition screening data with 41,000+ compounds from the AIDS Antiviral Screen. Task: Binary Classification. Given a drug SMILES string, predict its activity (active/inactive) in a high-throughput screening assay against a specified biological target. (1) The molecule is CC12CCCC(OC(=O)c3ccc(Br)cc3)C(C1)C(=O)CC2. The result is 0 (inactive). (2) The compound is COc1c(O)c2ccccc2c2cc(O)ccc12. The result is 0 (inactive). (3) The result is 0 (inactive). The compound is c1cc2ccc1C1NCCCN1CCN1CCCNC1c1ccc(cc1)C1NCCCN1CCN1CCCNC21. (4) The molecule is O=C(C=Cc1ccsc1)c1ccccc1. The result is 0 (inactive). (5) The molecule is CC(C)(C)[Si](C)(C)OCC1CCC(n2cnc3c(NC(=O)c4ccccc4)ncnc32)O1. The result is 0 (inactive).